Dataset: Catalyst prediction with 721,799 reactions and 888 catalyst types from USPTO. Task: Predict which catalyst facilitates the given reaction. Reactant: [Si:1](Cl)([C:4]([CH3:7])([CH3:6])[CH3:5])([CH3:3])[CH3:2].[OH:9][C:10]1[CH:15]=[CH:14][C:13]([CH2:16][C:17](=[O:19])[CH3:18])=[CH:12][CH:11]=1.N1C=CN=C1. Product: [Si:1]([O:9][C:10]1[CH:11]=[CH:12][C:13]([CH2:16][C:17]([CH3:18])=[O:19])=[CH:14][CH:15]=1)([C:4]([CH3:7])([CH3:6])[CH3:5])([CH3:3])[CH3:2]. The catalyst class is: 3.